From a dataset of NCI-60 drug combinations with 297,098 pairs across 59 cell lines. Regression. Given two drug SMILES strings and cell line genomic features, predict the synergy score measuring deviation from expected non-interaction effect. Drug 1: CC1=C(C=C(C=C1)C(=O)NC2=CC(=CC(=C2)C(F)(F)F)N3C=C(N=C3)C)NC4=NC=CC(=N4)C5=CN=CC=C5. Drug 2: CC12CCC3C(C1CCC2O)C(CC4=C3C=CC(=C4)O)CCCCCCCCCS(=O)CCCC(C(F)(F)F)(F)F. Cell line: CAKI-1. Synergy scores: CSS=-1.29, Synergy_ZIP=0.946, Synergy_Bliss=-0.101, Synergy_Loewe=-38.0, Synergy_HSA=-5.04.